The task is: Predict the reaction yield, written as a fraction of the theoretical maximum amount of product (1.0 means a 100% yield; for example, 0.34 means a 34% yield).. This data is from Reaction yield outcomes from USPTO patents with 853,638 reactions. (1) The reactants are [N+:1]([C:4]1[CH:5]=[C:6]([S:10][CH3:11])[CH:7]=[CH:8][CH:9]=1)([O-:3])=[O:2].S(Cl)(Cl)(=O)=[O:13].CCO. The catalyst is C(Cl)Cl. The product is [CH3:11][S:10]([C:6]1[CH:7]=[CH:8][CH:9]=[C:4]([N+:1]([O-:3])=[O:2])[CH:5]=1)=[O:13]. The yield is 0.900. (2) The reactants are [CH2:1]([N:8]([CH2:14]OC)[CH2:9][Si](C)(C)C)[C:2]1[CH:7]=[CH:6][CH:5]=[CH:4][CH:3]=1.[CH3:17][O:18][C:19](=[O:29])/[CH:20]=[CH:21]/[C:22]1[CH:27]=[CH:26][C:25]([Cl:28])=[CH:24][CH:23]=1.[C:30](O)(C(F)(F)F)=O.C([O-])(O)=O.[Na+]. The catalyst is ClCCl. The product is [CH2:17]([O:18][C:19]([C@H:20]1[C@H:21]([C:22]2[CH:27]=[CH:26][C:25]([Cl:28])=[CH:24][CH:23]=2)[CH2:9][N:8]([CH2:1][C:2]2[CH:3]=[CH:4][CH:5]=[CH:6][CH:7]=2)[CH2:14]1)=[O:29])[CH3:30]. The yield is 0.800. (3) The reactants are [C:1]([C:5]1[CH:11]=[CH:10][C:9]([N+:12]([O-:14])=[O:13])=[CH:8][C:6]=1N)([CH3:4])([CH3:3])[CH3:2].N([O-])=[O:16].[Na+].NC(N)=O.OS(O)(=O)=O.O. The catalyst is OS(O)(=O)=O.O. The product is [C:1]([C:5]1[CH:11]=[CH:10][C:9]([N+:12]([O-:14])=[O:13])=[CH:8][C:6]=1[OH:16])([CH3:4])([CH3:3])[CH3:2]. The yield is 0.620. (4) The yield is 0.220. The product is [C:20]([CH:9]1[NH:8][CH2:7][C:6]2[CH:12]=[C:2]([Cl:1])[CH:3]=[CH:4][C:5]=2[NH:11][CH2:10]1)(=[O:22])[CH3:21]. The catalyst is C1COCC1. The reactants are [Cl:1][C:2]1[CH:3]=[CH:4][C:5]2[NH:11][CH2:10][CH2:9][NH:8][CH2:7][C:6]=2[CH:12]=1.CCN(CC)CC.[C:20](OC(=O)C)(=[O:22])[CH3:21]. (5) The reactants are CON(C)[C:4](=[O:21])[C:5]1[CH:10]=[CH:9][C:8]([C:11]2[C:15]([CH3:16])=[C:14]([C:17]([F:20])([F:19])[F:18])[O:13][N:12]=2)=[CH:7][CH:6]=1.[C:23]([Mg]Br)([CH3:26])([CH3:25])[CH3:24]. No catalyst specified. The product is [CH3:24][C:23]([CH3:26])([CH3:25])[C:4]([C:5]1[CH:6]=[CH:7][C:8]([C:11]2[C:15]([CH3:16])=[C:14]([C:17]([F:18])([F:19])[F:20])[O:13][N:12]=2)=[CH:9][CH:10]=1)=[O:21]. The yield is 0.0900. (6) The reactants are [NH:1]1[CH2:6][CH2:5][NH:4][CH2:3][C:2]1=[O:7].CCN(CC)CC.[CH3:15][C:16]([O:19][C:20](O[C:20]([O:19][C:16]([CH3:18])([CH3:17])[CH3:15])=[O:21])=[O:21])([CH3:18])[CH3:17]. The catalyst is C(Cl)Cl. The product is [O:7]=[C:2]1[NH:1][CH2:6][CH2:5][N:4]([C:20]([O:19][C:16]([CH3:18])([CH3:17])[CH3:15])=[O:21])[CH2:3]1. The yield is 0.975.